From a dataset of Full USPTO retrosynthesis dataset with 1.9M reactions from patents (1976-2016). Predict the reactants needed to synthesize the given product. (1) The reactants are: C[O:2][C:3]([C:5]1[CH:6]=[N:7][C:8]([N:11]2[CH2:23][CH2:22][C:21]3[C:20]4[C:15](=[CH:16][CH:17]=[CH:18][CH:19]=4)[N:14]([C:24]([O:26][C:27]([CH3:30])([CH3:29])[CH3:28])=[O:25])[C:13]=3[CH2:12]2)=[N:9][CH:10]=1)=O.[H-].C([Al+]CC(C)C)C(C)C.CO.O. Given the product [OH:2][CH2:3][C:5]1[CH:6]=[N:7][C:8]([N:11]2[CH2:23][CH2:22][C:21]3[C:20]4[C:15](=[CH:16][CH:17]=[CH:18][CH:19]=4)[N:14]([C:24]([O:26][C:27]([CH3:30])([CH3:29])[CH3:28])=[O:25])[C:13]=3[CH2:12]2)=[N:9][CH:10]=1, predict the reactants needed to synthesize it. (2) Given the product [C:20]([C:5]1[C:4]2[C:9](=[CH:10][CH:11]=[C:2]([F:1])[CH:3]=2)[C:8]([N:12]2[CH2:17][CH2:16][NH:15][C@H:14]([CH3:18])[CH2:13]2)=[CH:7][CH:6]=1)#[N:21], predict the reactants needed to synthesize it. The reactants are: [F:1][C:2]1[CH:3]=[C:4]2[C:9](=[CH:10][CH:11]=1)[C:8]([N:12]1[CH2:17][CH2:16][NH:15][C@H:14]([CH3:18])[CH2:13]1)=[CH:7][CH:6]=[C:5]2I.[C-:20]#[N:21].[K+].